This data is from Forward reaction prediction with 1.9M reactions from USPTO patents (1976-2016). The task is: Predict the product of the given reaction. (1) Given the reactants [Cl:1][C:2]1[CH:15]=[CH:14][C:13]2[S:12][C:11]3[C:6](=[CH:7][CH:8]=[CH:9][CH:10]=3)[NH:5][C:4]=2[CH:3]=1.[O:16]=[C:17]([Cl:23])OC(Cl)(Cl)Cl, predict the reaction product. The product is: [C:17]([Cl:23])(=[O:16])[NH2:5].[Cl:1][C:2]1[CH:15]=[CH:14][C:13]2[S:12][C:11]3[C:6](=[CH:7][CH:8]=[CH:9][CH:10]=3)[NH:5][C:4]=2[CH:3]=1. (2) Given the reactants [Br:1][C:2]1[CH:3]=[C:4]([OH:8])[CH:5]=[CH:6][CH:7]=1.[CH:9]1(Br)[CH2:11][CH2:10]1.[I-].[Na+].C([O-])([O-])=O.[Cs+].[Cs+], predict the reaction product. The product is: [CH:9]1([O:8][C:4]2[CH:5]=[CH:6][CH:7]=[C:2]([Br:1])[CH:3]=2)[CH2:11][CH2:10]1. (3) Given the reactants [F:1][C:2]1[CH:33]=[CH:32][C:5]([C:6]([NH:8][C@H:9]2[C:17]3[C:12](=[CH:13][CH:14]=[C:15]([N:18]4[CH2:23][CH2:22][N:21](C(OC(C)(C)C)=O)[CH2:20][CH2:19]4)[CH:16]=3)[CH2:11][C@@H:10]2[OH:31])=[O:7])=[CH:4][CH:3]=1.Cl.[O:35]1[CH2:38][C:37](=O)[CH2:36]1.C(O)(=O)C.C([BH3-])#N.[Na+].C(=O)(O)[O-].[Na+], predict the reaction product. The product is: [F:1][C:2]1[CH:33]=[CH:32][C:5]([C:6]([NH:8][C@H:9]2[C:17]3[C:12](=[CH:13][CH:14]=[C:15]([N:18]4[CH2:23][CH2:22][N:21]([CH:37]5[CH2:38][O:35][CH2:36]5)[CH2:20][CH2:19]4)[CH:16]=3)[CH2:11][C@@H:10]2[OH:31])=[O:7])=[CH:4][CH:3]=1. (4) Given the reactants [CH3:1][O:2][C:3](=[O:12])[C:4]1[CH:9]=[CH:8][C:7]([OH:10])=[C:6]([Cl:11])[CH:5]=1.C(=O)([O-])[O-].[K+].[K+].[Si:19]([O:26][CH2:27][CH2:28]Br)([C:22]([CH3:25])([CH3:24])[CH3:23])([CH3:21])[CH3:20], predict the reaction product. The product is: [CH3:1][O:2][C:3](=[O:12])[C:4]1[CH:9]=[CH:8][C:7]([O:10][CH2:28][CH2:27][O:26][Si:19]([C:22]([CH3:25])([CH3:24])[CH3:23])([CH3:21])[CH3:20])=[C:6]([Cl:11])[CH:5]=1. (5) Given the reactants FC(F)(F)S(O[C:7]1[CH:8]=[C:9]2[C:19]3[C:14](=[N:15][CH:16]=[C:17]([F:20])[CH:18]=3)[NH:13][C:10]2=[CH:11][N:12]=1)(=O)=O.[CH3:23][O:24][C:25]1[CH:26]=[N:27][CH:28]=[C:29](B2OC(C)(C)C(C)(C)O2)[CH:30]=1.C(=O)([O-])[O-].[Cs+].[Cs+].C(OCC)(=O)C, predict the reaction product. The product is: [F:20][C:17]1[CH:18]=[C:19]2[C:9]3[C:10](=[CH:11][N:12]=[C:7]([C:29]4[CH:28]=[N:27][CH:26]=[C:25]([O:24][CH3:23])[CH:30]=4)[CH:8]=3)[NH:13][C:14]2=[N:15][CH:16]=1.